This data is from NCI-60 drug combinations with 297,098 pairs across 59 cell lines. The task is: Regression. Given two drug SMILES strings and cell line genomic features, predict the synergy score measuring deviation from expected non-interaction effect. (1) Drug 1: CCC1(CC2CC(C3=C(CCN(C2)C1)C4=CC=CC=C4N3)(C5=C(C=C6C(=C5)C78CCN9C7C(C=CC9)(C(C(C8N6C=O)(C(=O)OC)O)OC(=O)C)CC)OC)C(=O)OC)O.OS(=O)(=O)O. Drug 2: CC12CCC3C(C1CCC2OP(=O)(O)O)CCC4=C3C=CC(=C4)OC(=O)N(CCCl)CCCl.[Na+]. Cell line: RPMI-8226. Synergy scores: CSS=-0.650, Synergy_ZIP=0.545, Synergy_Bliss=-0.163, Synergy_Loewe=-4.21, Synergy_HSA=-4.83. (2) Drug 1: CC1OCC2C(O1)C(C(C(O2)OC3C4COC(=O)C4C(C5=CC6=C(C=C35)OCO6)C7=CC(=C(C(=C7)OC)O)OC)O)O. Drug 2: CC1=CC2C(CCC3(C2CCC3(C(=O)C)OC(=O)C)C)C4(C1=CC(=O)CC4)C. Cell line: HCC-2998. Synergy scores: CSS=17.6, Synergy_ZIP=7.01, Synergy_Bliss=7.46, Synergy_Loewe=-7.49, Synergy_HSA=4.93. (3) Drug 1: COC1=C(C=C2C(=C1)N=CN=C2NC3=CC(=C(C=C3)F)Cl)OCCCN4CCOCC4. Drug 2: C1=C(C(=O)NC(=O)N1)N(CCCl)CCCl. Cell line: NCIH23. Synergy scores: CSS=40.8, Synergy_ZIP=-2.23, Synergy_Bliss=-2.06, Synergy_Loewe=-2.82, Synergy_HSA=0.00958. (4) Drug 1: C1C(C(OC1N2C=C(C(=O)NC2=O)F)CO)O. Drug 2: CC=C1C(=O)NC(C(=O)OC2CC(=O)NC(C(=O)NC(CSSCCC=C2)C(=O)N1)C(C)C)C(C)C. Cell line: NCI-H322M. Synergy scores: CSS=19.7, Synergy_ZIP=-4.27, Synergy_Bliss=2.10, Synergy_Loewe=-13.7, Synergy_HSA=-3.04. (5) Drug 2: CNC(=O)C1=NC=CC(=C1)OC2=CC=C(C=C2)NC(=O)NC3=CC(=C(C=C3)Cl)C(F)(F)F. Synergy scores: CSS=37.7, Synergy_ZIP=0.287, Synergy_Bliss=-0.778, Synergy_Loewe=-63.2, Synergy_HSA=-2.61. Cell line: SNB-75. Drug 1: CC1C(C(CC(O1)OC2CC(OC(C2O)C)OC3=CC4=CC5=C(C(=O)C(C(C5)C(C(=O)C(C(C)O)O)OC)OC6CC(C(C(O6)C)O)OC7CC(C(C(O7)C)O)OC8CC(C(C(O8)C)O)(C)O)C(=C4C(=C3C)O)O)O)O. (6) Drug 2: CN(C)N=NC1=C(NC=N1)C(=O)N. Drug 1: COC1=CC(=CC(=C1O)OC)C2C3C(COC3=O)C(C4=CC5=C(C=C24)OCO5)OC6C(C(C7C(O6)COC(O7)C8=CC=CS8)O)O. Cell line: UACC62. Synergy scores: CSS=33.5, Synergy_ZIP=-5.19, Synergy_Bliss=4.28, Synergy_Loewe=-17.7, Synergy_HSA=5.12. (7) Drug 1: CN(CC1=CN=C2C(=N1)C(=NC(=N2)N)N)C3=CC=C(C=C3)C(=O)NC(CCC(=O)O)C(=O)O. Drug 2: C1=CC=C(C=C1)NC(=O)CCCCCCC(=O)NO. Cell line: NCI-H460. Synergy scores: CSS=49.0, Synergy_ZIP=-3.16, Synergy_Bliss=-7.62, Synergy_Loewe=-12.6, Synergy_HSA=-6.13. (8) Drug 1: CC12CCC3C(C1CCC2O)C(CC4=C3C=CC(=C4)O)CCCCCCCCCS(=O)CCCC(C(F)(F)F)(F)F. Drug 2: CC1C(C(CC(O1)OC2CC(CC3=C2C(=C4C(=C3O)C(=O)C5=C(C4=O)C(=CC=C5)OC)O)(C(=O)CO)O)N)O.Cl. Cell line: UACC62. Synergy scores: CSS=55.2, Synergy_ZIP=-1.02, Synergy_Bliss=0.970, Synergy_Loewe=-2.70, Synergy_HSA=2.73.